From a dataset of Drug-target binding data from BindingDB using IC50 measurements. Regression. Given a target protein amino acid sequence and a drug SMILES string, predict the binding affinity score between them. We predict pIC50 (pIC50 = -log10(IC50 in M); higher means more potent). Dataset: bindingdb_ic50. (1) The drug is Cc1cn([C@H]2C[C@H](N=[N+]=[N-])[C@@H](CO[P@](=O)(O)O[P@](=O)(O)OP(=O)(O)O)O2)c(=O)[nH]c1=O. The target protein (P04292) has sequence MFSGGGGPLSPGGKSAARAASGFFAPAGPRGAGRGPPPCLRQNFYNPYLAPVGTQQKPTGPTQRHTYYSECDEFRFIAPRVLDEDAPPEKRAGVHDGHLKRAPKVYCGGDERDVLRVGSGGFWPRRSRLWGGVDHAPAGFNPTVTVFHVYDILENVEHAYGMRAAQFHARFMDAITPTGTVITLLGLTPEGHRVAVHVYGTRQYFYMNKEEVDRHLQCRAPRDLCERMAAALRESPGASFRGISADHFEAEVVERTDVYYYETRPALFYRVYVRSGRVLSYLCDNFCPAIKKYEGGVDATTRFILDNPGFVTFGWYRLKPGRNNTLAQPRAPMAFGTSSDVEFNCTADNLAIEGGMSDLPAYKLMCFDIECKAGGEDELAFPVAGHPEDLVIQISCLLYDLSTTALEHVLLFSLGSCDLPESHLNELAARGLPTPVVLEFDSEFEMLLAFMTLVKQYGPEFVTGYNIINFDWPFLLAKLTDIYKVPLDGYGRMNGRGVFR.... The pIC50 is 5.5. (2) The drug is O=C(O)CCNc1cc(N2CCc3ccccc3CC2)nc(-c2ccccn2)n1. The target protein sequence is MEVAEVESPLNPSCKIMTFRPSMEEFREFNKYLAYMESKGAHRAGLAKVIPPKEWKPRQCYDDIDNLLIPAPIQQMVTGQSGLFTQYNIQKKAMTVKEFRQLANSGKYCTPRYLDYEDLERKYWKNLTFVAPIYGADINGSIYDEGVDEWNIARLNTVLDVVEEECGISIEGVNTPYLYFGMWKTTFAWHTEDMDLYSINYLHFGEPKSWYAIPPEHGKRLERLAQGFFPSSSQGCDAFLRHKMTLISPSVLKKYGIPFDKITQEAGEFMITFPYGYHAGFNHGFNCAESTNFATVRWIDYGKVAKLCTCRKDMVKISMDIFVRKFQPDRYQLWKQGKDIYTIDHTKPTP. The pIC50 is 4.9.